This data is from Forward reaction prediction with 1.9M reactions from USPTO patents (1976-2016). The task is: Predict the product of the given reaction. (1) The product is: [OH:36][CH:35]([C:31]1[CH:32]=[C:33]2[C:28](=[CH:29][CH:30]=1)[C:27](=[O:38])[O:26][C@H:25]([CH3:24])[CH2:34]2)[CH2:37][N:4]1[CH2:3][CH2:2][N:9]([CH2:10][C@H:11]([OH:12])[C:13]2[CH:21]=[CH:20][C:19]3[C:18](=[O:22])[O:17][CH2:16][C:15]=3[C:14]=2[CH3:23])[CH2:6][CH2:5]1. Given the reactants Cl.[C@@H:2]12[N:9]([CH2:10][C@@H:11]([C:13]3[C:14]([CH3:23])=[C:15]4[C:19](=[CH:20][CH:21]=3)[C:18](=[O:22])[O:17][CH2:16]4)[OH:12])[C@@H:6](CC1)[CH2:5][NH:4][CH2:3]2.[CH3:24][C@H:25]1[CH2:34][C:33]2[C:28](=[CH:29][CH:30]=[C:31]([CH:35]3[CH2:37][O:36]3)[CH:32]=2)[C:27](=[O:38])[O:26]1.CCN(C(C)C)C(C)C, predict the reaction product. (2) Given the reactants Br[C:2]1[CH:10]=[C:9]2[C:5]([C:6]([CH:11]3[CH2:15][CH2:14][O:13][CH2:12]3)=[N:7][NH:8]2)=[CH:4][CH:3]=1.[CH2:16]([NH:18][C:19](=[O:37])[C:20]1[CH:25]=[C:24](B2OC(C)(C)C(C)(C)O2)[C:23]([CH3:35])=[C:22]([F:36])[CH:21]=1)[CH3:17].C(=O)([O-])O.[Na+], predict the reaction product. The product is: [CH2:16]([NH:18][C:19](=[O:37])[C:20]1[CH:25]=[C:24]([C:2]2[CH:10]=[C:9]3[C:5]([C:6]([CH:11]4[CH2:15][CH2:14][O:13][CH2:12]4)=[N:7][NH:8]3)=[CH:4][CH:3]=2)[C:23]([CH3:35])=[C:22]([F:36])[CH:21]=1)[CH3:17]. (3) Given the reactants O.C(=O)([O-])[O-].[Na+].[Na+].C(=O)(O)[O-].[Na+].[CH3:13][O:14][C:15]([N:17]1[CH:22]=[C:21]([O:23]C(=O)C)[CH:20]([CH3:27])[CH2:19][CH2:18]1)=[O:16], predict the reaction product. The product is: [CH3:13][O:14][C:15]([N:17]1[CH2:18][CH2:19][CH:20]([CH3:27])[C:21](=[O:23])[CH2:22]1)=[O:16]. (4) Given the reactants C1([NH2+]C2CCCCC2)CCCCC1.[C:14]([O:18][C:19]([NH:21][C@@H:22]([C:29]([O-])=[O:30])[CH2:23][O:24][C:25]([CH3:28])([CH3:27])[CH3:26])=[O:20])([CH3:17])([CH3:16])[CH3:15].C(O)(=O)CC(CC(O)=O)(C(O)=O)O, predict the reaction product. The product is: [C:25]([O:24][CH2:23][C@@H:22]([NH:21][C:19](=[O:20])[O:18][C:14]([CH3:17])([CH3:16])[CH3:15])[CH2:29][OH:30])([CH3:27])([CH3:28])[CH3:26].